The task is: Predict which catalyst facilitates the given reaction.. This data is from Catalyst prediction with 721,799 reactions and 888 catalyst types from USPTO. (1) Reactant: [H-].[Al+3].[Li+].[H-].[H-].[H-].[Cl:7][C:8]1[CH:13]=[CH:12][C:11]([S:14]([NH:17][C@H:18]2[CH2:22][CH2:21][CH2:20][C@H:19]2[C:23](OCC)=[O:24])(=[O:16])=[O:15])=[CH:10][CH:9]=1. Product: [Cl:7][C:8]1[CH:13]=[CH:12][C:11]([S:14]([NH:17][C@@H:18]2[CH2:22][CH2:21][CH2:20][C@@H:19]2[CH2:23][OH:24])(=[O:15])=[O:16])=[CH:10][CH:9]=1. The catalyst class is: 7. (2) Reactant: C1(C(O)CCN2CCC(N(CC)C(=O)[CH2:18][C:19]3[CH:24]=[CH:23][C:22]([S:25]([CH3:28])(=[O:27])=[O:26])=[CH:21][CH:20]=3)CC2)C=CC=CC=1.C([N:35]([CH2:38]C)CC)C.CS(Cl)(=O)=[O:42]. Product: [CH3:28][S:25]([C:22]1[CH:21]=[CH:20][C:19]([CH2:18][N:35]=[C:38]=[O:42])=[CH:24][CH:23]=1)(=[O:26])=[O:27]. The catalyst class is: 2.